From a dataset of Reaction yield outcomes from USPTO patents with 853,638 reactions. Predict the reaction yield, written as a fraction of the theoretical maximum amount of product (1.0 means a 100% yield; for example, 0.34 means a 34% yield). (1) The reactants are Cl[C:2]1[N:7]=[C:6]([NH:8][C:9]2[CH:14]=[CH:13][C:12]3[O:15][CH2:16][CH2:17][O:18][C:11]=3[CH:10]=2)[C:5]([F:19])=[CH:4][N:3]=1.[NH2:20][C:21]1[CH:22]=[N:23][CH:24]=[CH:25][CH:26]=1.CC(C)([O-])C.[Na+].C1C=CC(P(C2C=CC3C(=CC=CC=3)C=2C2C3C(=CC=CC=3)C=CC=2P(C2C=CC=CC=2)C2C=CC=CC=2)C2C=CC=CC=2)=CC=1.C(N(CC)C(C)C)(C)C. The catalyst is C1(C)C=CC=CC=1.C([O-])(=O)C.[Pd+2].C([O-])(=O)C. The product is [CH2:17]1[CH2:16][O:15][C:12]2[CH:13]=[CH:14][C:9]([NH:8][C:6]3[C:5]([F:19])=[CH:4][N:3]=[C:2]([NH:20][C:21]4[CH:22]=[N:23][CH:24]=[CH:25][CH:26]=4)[N:7]=3)=[CH:10][C:11]=2[O:18]1. The yield is 0.140. (2) The product is [C:1]([O:5][C:6]([N:8]1[CH2:11][CH:10]([N:16]2[CH2:17][C:14]([OH:18])([CH3:13])[CH2:15]2)[CH2:9]1)=[O:7])([CH3:4])([CH3:3])[CH3:2]. The catalyst is ClCCCl. The reactants are [C:1]([O:5][C:6]([N:8]1[CH2:11][C:10](=O)[CH2:9]1)=[O:7])([CH3:4])([CH3:3])[CH3:2].[CH3:13][C:14]1([OH:18])[CH2:17][NH:16][CH2:15]1.C(O[BH-](OC(=O)C)OC(=O)C)(=O)C.[Na+]. The yield is 0.300. (3) The reactants are [Cl:1][C:2]1[C:7]([NH2:8])=[CH:6][C:5]([C:9]2[C:10]([CH3:15])=[N:11][O:12][C:13]=2[CH3:14])=[CH:4][N:3]=1.Br[C:17]1[CH:18]=[C:19]([CH:22]=[CH:23][CH:24]=1)[CH:20]=[O:21].C(=O)([O-])[O-].[Cs+].[Cs+]. The catalyst is C1(C)C=CC=CC=1.CCOC(C)=O.CC(C1C=C(C(C)C)C(C2C=CC=C(P(C3CCCCC3)C3CCCCC3)C=2)=C(C(C)C)C=1)C.C1C=[C-]C(C2C(N)=CC=CC=2)=CC=1.Cl[Pd+]. The product is [Cl:1][C:2]1[C:7]([NH:8][C:17]2[CH:18]=[C:19]([CH:22]=[CH:23][CH:24]=2)[CH:20]=[O:21])=[CH:6][C:5]([C:9]2[C:10]([CH3:15])=[N:11][O:12][C:13]=2[CH3:14])=[CH:4][N:3]=1. The yield is 0.240. (4) The reactants are [N:1]1[CH:6]=[CH:5][CH:4]=[C:3]([C:7](=O)[CH2:8][C:9](=O)[C:10]([F:13])([F:12])[F:11])[CH:2]=1.C(C1C=NC=CC=1)(=O)C.[NH2:25][C:26]1[C:30]([C:31]#[N:32])=[CH:29][NH:28][N:27]=1. No catalyst specified. The product is [N:1]1[CH:6]=[CH:5][CH:4]=[C:3]([C:7]2[CH:8]=[C:9]([C:10]([F:13])([F:12])[F:11])[N:27]3[N:28]=[CH:29][C:30]([C:31]#[N:32])=[C:26]3[N:25]=2)[CH:2]=1. The yield is 0.160. (5) The reactants are [Br:1][C:2]1[CH:3]=[C:4]([N+:19]([O-:21])=[O:20])[C:5]([CH:8](C(OCC)=O)C(OCC)=O)=[N:6][CH:7]=1.Cl. The catalyst is O. The product is [Br:1][C:2]1[CH:3]=[C:4]([N+:19]([O-:21])=[O:20])[C:5]([CH3:8])=[N:6][CH:7]=1. The yield is 0.750. (6) The reactants are COC([C:5]1[C:6]([C:15]([CH3:18])([CH3:17])[CH3:16])=[N:7][N:8]2[CH:13]=[C:12]([Br:14])[CH:11]=[CH:10][C:9]=12)=O.[OH-].[Na+]. The catalyst is OS(O)(=O)=O.O. The product is [Br:14][C:12]1[CH:11]=[CH:10][C:9]2[N:8]([N:7]=[C:6]([C:15]([CH3:18])([CH3:17])[CH3:16])[CH:5]=2)[CH:13]=1. The yield is 0.380. (7) The reactants are [C:1]([C@@H:3]([NH:6][C:7]([C@@H:9]1[CH2:14][CH2:13][CH2:12][CH2:11][C@@H:10]1[NH:15][C:16]([C:18]1[N:19]([CH3:27])[C:20]2[C:25]([CH:26]=1)=[CH:24][CH:23]=[CH:22][CH:21]=2)=[O:17])=[O:8])[CH2:4][OH:5])#[N:2].F[B-](F)(F)F.[CH3:33][O+](C)C.CN(C1C2C(N(C)C)=CC=CC=2C=CC=1)C. The catalyst is ClCCl. The product is [C:1]([C@@H:3]([NH:6][C:7]([C@@H:9]1[CH2:14][CH2:13][CH2:12][CH2:11][C@@H:10]1[NH:15][C:16]([C:18]1[N:19]([CH3:27])[C:20]2[C:25]([CH:26]=1)=[CH:24][CH:23]=[CH:22][CH:21]=2)=[O:17])=[O:8])[CH2:4][O:5][CH3:33])#[N:2]. The yield is 0.380.